This data is from Forward reaction prediction with 1.9M reactions from USPTO patents (1976-2016). The task is: Predict the product of the given reaction. (1) Given the reactants [CH2:1]([O:8][C:9]([N:11]1[CH2:16][CH2:15][C:14](=[O:17])[CH2:13][CH2:12]1)=[O:10])[C:2]1[CH:7]=[CH:6][CH:5]=[CH:4][CH:3]=1.[F:18][C:19]1[CH:27]=[CH:26][C:22]([CH2:23][Mg]Cl)=[CH:21][CH:20]=1, predict the reaction product. The product is: [CH2:1]([O:8][C:9]([N:11]1[CH2:16][CH2:15][C:14]([CH2:23][C:22]2[CH:26]=[CH:27][C:19]([F:18])=[CH:20][CH:21]=2)([OH:17])[CH2:13][CH2:12]1)=[O:10])[C:2]1[CH:7]=[CH:6][CH:5]=[CH:4][CH:3]=1. (2) Given the reactants [CH3:1][S:2]([N:5]1[CH2:10][CH2:9][N:8]2[C:11]([C:18](=[O:47])[NH:19][C@H:20]([C@@H:28]3[O:32][C:31](=[O:33])[N:30]([C:34]4([C:37]5[CH:42]=[CH:41][CH:40]=[C:39]([C:43]([F:46])([F:45])[F:44])[CH:38]=5)[CH2:36][CH2:35]4)[CH2:29]3)[CH2:21][C:22]3[CH:27]=[CH:26][CH:25]=[CH:24][CH:23]=3)=[CH:12][C:13]([C:14]([O:16]C)=[O:15])=[C:7]2[CH2:6]1)(=[O:4])=[O:3].[OH-].[Na+], predict the reaction product. The product is: [CH3:1][S:2]([N:5]1[CH2:10][CH2:9][N:8]2[C:11]([C:18](=[O:47])[NH:19][C@H:20]([C@@H:28]3[O:32][C:31](=[O:33])[N:30]([C:34]([CH3:35])([C:37]4[CH:42]=[CH:41][CH:40]=[C:39]([C:43]([F:45])([F:44])[F:46])[CH:38]=4)[CH3:36])[CH2:29]3)[CH2:21][C:22]3[CH:23]=[CH:24][CH:25]=[CH:26][CH:27]=3)=[CH:12][C:13]([C:14]([OH:16])=[O:15])=[C:7]2[CH2:6]1)(=[O:4])=[O:3]. (3) The product is: [CH3:1][C:2]([S@:5]([N:7]=[C:10]1[CH2:11][O:8][CH2:9]1)=[O:6])([CH3:4])[CH3:3]. Given the reactants [CH3:1][C:2]([S@:5]([NH2:7])=[O:6])([CH3:4])[CH3:3].[O:8]1[CH2:11][C:10](=O)[CH2:9]1, predict the reaction product.